Dataset: Forward reaction prediction with 1.9M reactions from USPTO patents (1976-2016). Task: Predict the product of the given reaction. Given the reactants Br[C:2]1[C:3]2[NH:7][C:6]([C:8](C3C=CC=CC=3)=[C:9]3[N:32]=[C:12]([C:13](Br)=[C:14]4[NH:30][C:17](=[C:18](C5C=CC=CC=5)[C:19]5[CH:20]=[CH:21][C:22]=1[N:23]=5)[CH:16]=[CH:15]4)[CH:11]=[CH:10]3)=[CH:5][CH:4]=2.C1C=CC(P(C2C(OC3C(P(C4C=CC=CC=4)C4C=CC=CC=4)=CC=CC=3)=CC=CC=2)C2C=CC=CC=2)=CC=1.C([O-])([O-])=O.[Cs+].[Cs+].C(Cl)Cl, predict the reaction product. The product is: [C:3]12[CH:2]=[C:22]3[N:23]=[C:19]([CH:20]=[CH:21]3)[CH:18]=[C:17]3[NH:30][C:14]([CH:15]=[CH:16]3)=[CH:13][C:12]3=[N:32][C:9]([CH:10]=[CH:11]3)=[CH:8][C:6]([NH:7]1)=[CH:5][CH:4]=2.